Dataset: Full USPTO retrosynthesis dataset with 1.9M reactions from patents (1976-2016). Task: Predict the reactants needed to synthesize the given product. (1) Given the product [CH3:15][N:12]1[CH2:13][CH2:14][N:9]([CH2:8][C:5]2[CH:4]=[CH:3][C:2]([B:16]3[O:20][C:19]([CH3:22])([CH3:21])[C:18]([CH3:24])([CH3:23])[O:17]3)=[CH:7][N:6]=2)[CH2:10][CH2:11]1, predict the reactants needed to synthesize it. The reactants are: Br[C:2]1[CH:3]=[CH:4][C:5]([CH2:8][N:9]2[CH2:14][CH2:13][N:12]([CH3:15])[CH2:11][CH2:10]2)=[N:6][CH:7]=1.[B:16]1([B:16]2[O:20][C:19]([CH3:22])([CH3:21])[C:18]([CH3:24])([CH3:23])[O:17]2)[O:20][C:19]([CH3:22])([CH3:21])[C:18]([CH3:24])([CH3:23])[O:17]1.C([O-])(=O)C.[K+].O1CCOCC1.C1(P(C2CCCCC2)C2CCCCC2)CCCCC1. (2) Given the product [C:4]([O:3][C:1](=[O:2])[NH:8][CH:9]([C:17](=[O:19])[NH:38][C:37]1[CH:39]=[C:40]([O:29][CH3:28])[CH:26]=[C:25]([O:24][CH3:23])[CH:36]=1)[CH2:10][CH2:11][S:12][C:13]([F:14])([F:15])[F:16])([CH3:5])([CH3:6])[CH3:7], predict the reactants needed to synthesize it. The reactants are: [C:1]([NH:8][C@H:9]([C:17]([OH:19])=O)[CH2:10][CH2:11][S:12][C:13]([F:16])([F:15])[F:14])([O:3][C:4]([CH3:7])([CH3:6])[CH3:5])=[O:2].CN1[CH2:26][CH2:25][O:24][CH2:23]C1.Cl[C:28](OCC(C)C)=[O:29].F[C:36]1C=C(F)[CH:40]=[CH:39][C:37]=1[NH2:38]. (3) The reactants are: Cl[C:2]1[N:3]=[CH:4][CH:5]=[C:6]2[C:11]=1[N:10]=[C:9]([CH3:12])[CH:8]=[CH:7]2.[NH2:13][C:14]1[CH:19]=[CH:18][C:17]([F:20])=[CH:16][N:15]=1. Given the product [F:20][C:17]1[CH:18]=[CH:19][C:14]([NH:13][C:2]2[N:3]=[CH:4][CH:5]=[C:6]3[C:11]=2[N:10]=[C:9]([CH3:12])[CH:8]=[CH:7]3)=[N:15][CH:16]=1, predict the reactants needed to synthesize it. (4) Given the product [CH3:16][C:15]1[C:20]([CH3:19])=[C:12]([C:9]2[CH:10]=[C:11]3[C:6]([CH2:5][CH2:4][CH:3]3[N:2]([CH3:22])[CH3:1])=[CH:7][CH:8]=2)[N:13]([CH2:34][C:35]([F:38])([F:37])[F:36])[N:14]=1, predict the reactants needed to synthesize it. The reactants are: [CH3:1][N:2]([CH3:22])[CH:3]1[C:11]2[C:6](=[CH:7][CH:8]=[C:9]([C:12]3[N:13](C)[N:14]=[C:15]4[C:20]=3[CH2:19]CC[CH2:16]4)[CH:10]=2)[CH2:5][CH2:4]1.FC(F)(F)S(OC1N([CH2:34][C:35]([F:38])([F:37])[F:36])N=C(C)C=1C)(=O)=O.CN(C)C1C2C(=CC=C(B3OC(C)(C)C(C)(C)O3)C=2)CC1.C([O-])([O-])=O.[Na+].[Na+]. (5) Given the product [F:17][C:18]1[CH:23]=[CH:22][C:21]([C:24]([C:31]2[S:32][CH:33]=[C:34]([CH3:36])[CH:35]=2)=[C:25]2[CH2:30][CH2:29][N:28]([CH2:2][C:3]3[CH:4]=[C:5]([CH:14]=[CH:15][CH:16]=3)[C:6]([N:8]3[CH2:13][CH2:12][CH2:11][CH2:10][CH2:9]3)=[O:7])[CH2:27][CH2:26]2)=[CH:20][CH:19]=1, predict the reactants needed to synthesize it. The reactants are: Cl[CH2:2][C:3]1[CH:4]=[C:5]([CH:14]=[CH:15][CH:16]=1)[C:6]([N:8]1[CH2:13][CH2:12][CH2:11][CH2:10][CH2:9]1)=[O:7].[F:17][C:18]1[CH:23]=[CH:22][C:21]([C:24]([C:31]2[S:32][CH:33]=[C:34]([CH3:36])[CH:35]=2)=[C:25]2[CH2:30][CH2:29][NH:28][CH2:27][CH2:26]2)=[CH:20][CH:19]=1.C(N(CC)CC)C.O. (6) The reactants are: Cl[C:2]1[N:12]=[C:11]([NH:13][C:14]2[CH:19]=[CH:18][C:17]([N:20]3[CH2:25][CH2:24][N:23]([C:26]([O:28][C:29]([CH3:32])([CH3:31])[CH3:30])=[O:27])[CH2:22][CH2:21]3)=[CH:16][C:15]=2[O:33][CH3:34])[C:5]2[C:6](=[O:10])[NH:7][N:8]=[CH:9][C:4]=2[CH:3]=1.[Cl:35][C:36]1[CH:42]=[CH:41][C:40]([Cl:43])=[CH:39][C:37]=1[NH2:38].CC(C)([O-])C.[K+]. Given the product [Cl:35][C:36]1[CH:42]=[CH:41][C:40]([Cl:43])=[CH:39][C:37]=1[NH:38][C:2]1[N:12]=[C:11]([NH:13][C:14]2[CH:19]=[CH:18][C:17]([N:20]3[CH2:25][CH2:24][N:23]([C:26]([O:28][C:29]([CH3:30])([CH3:31])[CH3:32])=[O:27])[CH2:22][CH2:21]3)=[CH:16][C:15]=2[O:33][CH3:34])[C:5]2[C:6](=[O:10])[NH:7][N:8]=[CH:9][C:4]=2[CH:3]=1, predict the reactants needed to synthesize it. (7) The reactants are: C1(C)C=CC=CC=1.O.C1(C)C=CC(S(O)(=O)=O)=CC=1.[Br:20][C:21]1[C:26]([OH:27])=[C:25]([NH:28][C:29](=O)[C:30]([CH3:33])([CH3:32])[CH3:31])[C:24]([C:35]#[N:36])=[C:23]([CH3:37])[C:22]=1[C:38]1[CH:43]=[CH:42][CH:41]=[C:40]([OH:44])[CH:39]=1. Given the product [Br:20][C:21]1[C:22]([C:38]2[CH:43]=[CH:42][CH:41]=[C:40]([OH:44])[CH:39]=2)=[C:23]([CH3:37])[C:24]([C:35]#[N:36])=[C:25]2[C:26]=1[O:27][C:29]([C:30]([CH3:32])([CH3:31])[CH3:33])=[N:28]2, predict the reactants needed to synthesize it.